This data is from Catalyst prediction with 721,799 reactions and 888 catalyst types from USPTO. The task is: Predict which catalyst facilitates the given reaction. (1) Reactant: [CH:1]1([CH:7]([C:19]2[CH:23]=[C:22]([C:24]3[CH:29]=[CH:28][CH:27]=[CH:26][N:25]=3)[O:21][C:20]=2[CH3:30])[O:8][C:9]2[CH:18]=[CH:17][C:12]([C:13]([O:15]C)=[O:14])=[CH:11][CH:10]=2)[CH2:6][CH2:5][CH2:4][CH2:3][CH2:2]1.[OH-].[Li+].O.Cl. Product: [CH:1]1([CH:7]([C:19]2[CH:23]=[C:22]([C:24]3[CH:29]=[CH:28][CH:27]=[CH:26][N:25]=3)[O:21][C:20]=2[CH3:30])[O:8][C:9]2[CH:18]=[CH:17][C:12]([C:13]([OH:15])=[O:14])=[CH:11][CH:10]=2)[CH2:6][CH2:5][CH2:4][CH2:3][CH2:2]1. The catalyst class is: 111. (2) Reactant: [C:1](Cl)(=[O:6])/[C:2](=[CH:4]/[CH3:5])/[CH3:3].[CH3:8][C:9]1[CH:10]=[CH:11][C:12]([CH3:15])=[CH:13][CH:14]=1.Cl. Product: [CH3:3][CH:2]1[CH:4]([CH3:5])[C:11]2[C:10](=[C:9]([CH3:8])[CH:14]=[CH:13][C:12]=2[CH3:15])[C:1]1=[O:6]. The catalyst class is: 534. (3) Reactant: Cl[C:2]1[C:3]([C:8]#[N:9])=[N:4][CH:5]=[CH:6][CH:7]=1.C([O-])([O-])=O.[K+].[K+].[C:16]([O:20][CH3:21])(=[O:19])[CH2:17][SH:18]. Product: [NH2:9][C:8]1[C:3]2=[N:4][CH:5]=[CH:6][CH:7]=[C:2]2[S:18][C:17]=1[C:16]([O:20][CH3:21])=[O:19]. The catalyst class is: 18. (4) Reactant: C(=O)([O-])[O-].[K+].[K+].Br[CH2:8][C:9]1[S:13][C:12]([C:14]2[CH:19]=[C:18]([NH:20][CH:21]3[CH2:23][CH2:22]3)[N:17]3[N:24]=[CH:25][C:26]([CH:27]=[O:28])=[C:16]3[N:15]=2)=[CH:11][CH:10]=1.[NH:29]1[CH2:33][CH2:32][CH2:31][CH2:30]1.O. Product: [CH:21]1([NH:20][C:18]2[N:17]3[N:24]=[CH:25][C:26]([CH:27]=[O:28])=[C:16]3[N:15]=[C:14]([C:12]3[S:13][C:9]([CH2:8][N:29]4[CH2:33][CH2:32][CH2:31][CH2:30]4)=[CH:10][CH:11]=3)[CH:19]=2)[CH2:23][CH2:22]1. The catalyst class is: 3.